From a dataset of Forward reaction prediction with 1.9M reactions from USPTO patents (1976-2016). Predict the product of the given reaction. Given the reactants [F:1][C:2]1[CH:10]=[CH:9][C:8]([CH2:11][C:12]2[NH:13][C:14]([C:27]3[CH:32]=[CH:31][CH:30]=[C:29]([CH3:33])[N:28]=3)=[C:15]([C:17]3[CH:18]=[C:19]4[C:24](=[CH:25][CH:26]=3)[N:23]=[CH:22][CH:21]=[CH:20]4)[N:16]=2)=[CH:7][C:3]=1[C:4](O)=[O:5].[H-].[H-].[H-].[H-].[Li+].[Al+3], predict the reaction product. The product is: [F:1][C:2]1[CH:10]=[CH:9][C:8]([CH2:11][C:12]2[NH:13][C:14]([C:27]3[CH:32]=[CH:31][CH:30]=[C:29]([CH3:33])[N:28]=3)=[C:15]([C:17]3[CH:18]=[C:19]4[C:24](=[CH:25][CH:26]=3)[N:23]=[CH:22][CH:21]=[CH:20]4)[N:16]=2)=[CH:7][C:3]=1[CH2:4][OH:5].